From a dataset of Experimentally validated miRNA-target interactions with 360,000+ pairs, plus equal number of negative samples. Binary Classification. Given a miRNA mature sequence and a target amino acid sequence, predict their likelihood of interaction. (1) The miRNA is mmu-miR-1930-5p with sequence ACCUCCAUAGUACCUGCAGCGU. The protein sequence of the target gene is MKASSGDQGSPPCFLRFPRPVRVVSGAEAELKCVVLGEPPPVVVWEKGGQQLAASERLSFPADGAEHGLLLTAALPTDAGVYVCRARNAAGEAYAAAAVTVLEPPASDPELQPAERPLPSPGSGEGAPVFLTGPRSQWVLRGAEVVLTCRAGGLPEPTLYWEKDGMALDEVWDSSHFALQPGRAEDGPGASLALRILAARLPDSGVYVCHARNAHGHAQAGALLQVHQPPESPPADPDEAPAPVVEPLKCAPKTFWVNEGKHAKFRCYVMGKPEPEIEWHWEGRPLLPDRRRLMYRDRDG.... Result: 0 (no interaction). (2) The miRNA is hsa-miR-4425 with sequence UGUUGGGAUUCAGCAGGACCAU. The protein sequence of the target gene is MSTAEASATTADAAEAGGRTKTGSPRTIPVFGVAIPDGEMQGIFKPMDLNRIIKVLEEEDKDVSEEKQLNYIKKLIHCYQNGFPLRDLAQIFKILSLCAEKIEKQPCFVEPASDIIKLCGLPFLKKKVSDEITYTEDTANSFALLGELMKIPSSALRIQICKCIVDFYHAEPLKKHIPGYQQVSSSYKIKMVEVGGLAKAMVQSALLLENQLVEKLWVLKVLQHLSTSGVNCTLMVKAQAASGICAHLNDPDPSGQLLFRSSEVLWNLLEKSSKEEIIQQLSNLECLLALKEVFKNLFVR.... Result: 0 (no interaction). (3) The miRNA is hsa-miR-4473 with sequence CUAGUGCUCUCCGUUACAAGUA. The protein sequence of the target gene is MDSSAVITQISKEEARGPLRGKGDQKSAVSQKPRSRGILHSLFCCVCRDDGEPLPAHSGAPLLVEENGAIPKHTPVQYLLPEAKAQDSDKICVVIDLDETLVHSSFKPVNNADFIIPVEIDGVVHQVYVLKRPHVDEFLQRMGELFECVLFTASLAKYADPVADLLDKWGAFRARLFRESCVFHRGNYVKDLSRLGRDLRRVLILDNSPASYVFHPDNAVPVASWFDNMSDTELHDLLPFFEQLSRVDDVYSVLRQPRPGS. Result: 0 (no interaction). (4) The miRNA is hsa-miR-6877-3p with sequence CAGCCUCUGCCCUUGGCCUCC. The protein sequence of the target gene is MELRSELPSVPGAATAAATATGPPVASVASVAAAAAAAASLPVSVAGGLLRAPPLLLRAAEKYPRTPKCARCRNHGVVSALKGHKRYCRWKDCLCAKCTLIAERQRVMAAQVALRRQQAQEENEARELQLLYGTAEGLALAAANGIIPPRPAYEVFGSVCATDGGGPGAGAPAGSAGGAGGAEAKLQKFDLFPKTLLQAGRPDSPQPPPGKPLSPDGADSGPRTSSPEVRPGSGSENGDGESFSGSPLARASKEAGGSCPGSAGAGGGGEEDSPGSSSPLGSESGSEADKEEAEAAPTPG.... Result: 0 (no interaction). (5) The miRNA is hsa-miR-155-5p with sequence UUAAUGCUAAUCGUGAUAGGGGUU. The protein sequence of the target gene is MSGQSLTDRITAAQHSVTGSAVSKTVCKATTHEIMGPKKKHLDYLIQCTNEMNVNIPQLADSLFERTTNSSWVVVFKSLITTHHLMVYGNERFIQYLASRNTLFNLSNFLDKSGLQGYDMSTFIRRYSRYLNEKAVSYRQVAFDFTKVKRGADGVMRTMNTEKLLKTVPIIQNQMDALLDFNVNSNELTNGVINAAFMLLFKDAIRLFAAYNEGIINLLEKYFDMKKNQCKEGLDIYKKFLTRMTRISEFLKVAEQVGIDRGDIPDLSQAPSSLLDALEQHLASLEGKKIKDSTAASRAT.... Result: 1 (interaction). (6) The miRNA is hsa-miR-1287-3p with sequence CUCUAGCCACAGAUGCAGUGAU. The protein sequence of the target gene is MEGDLSGFNIDAPRWDQCTFLGRVKHFFNITDPRTVFASEQELDWAKAVVEKSRMGLVPPGTQMEQLLYAKKLYDSAFHPDTGEKMNVIGRMSFQVPGGMLITGFMLQFYRTMPAVIFWQWVNQSFNALVNYTNRNAASPTSVRQMALSYFTATTTAVATAVGMNMWTKRAPPLVGRWVPFAAVAAANCVNIPMMRQQELIQGICVKDRNQNELGHSQRAAAVGIAQVVISRITMAAPGMILLPVIMERLERLHLMKKVKVMHAPLQVLLCGCFLLFMVPVACGLFPQECELSVSYLEPE.... Result: 0 (no interaction). (7) The miRNA is hsa-miR-378a-3p with sequence ACUGGACUUGGAGUCAGAAGGC. The protein sequence of the target gene is MIWYVATFIASVIGTRGLAAEGAHGLREEPEFVTARAGESVVLRCDVIHPVTGQPPPYVVEWFKFGVPIPIFIKFGYYPPHVDPEYAGRASLHDKASLRLEQVRSEDQGWYECKVLMLDQQYDTFHNGSWVHLTINAPPTFTETPPQYIEAKEGGSITMTCTAFGNPKPIVTWLKEGTLLGASGKYQVSDGSLTVTSVSREDRGAYTCRAYSIQGEAVHTTHLLVQGPPFIVSPPENITVNISQDALLTCRAEAYPGNLTYTWYWQDENVYFQNDLKLRVRILIDGTLIIFRVKPEDSGK.... Result: 0 (no interaction).